From a dataset of NCI-60 drug combinations with 297,098 pairs across 59 cell lines. Regression. Given two drug SMILES strings and cell line genomic features, predict the synergy score measuring deviation from expected non-interaction effect. (1) Drug 1: C1=NC(=NC(=O)N1C2C(C(C(O2)CO)O)O)N. Drug 2: CC1CCCC2(C(O2)CC(NC(=O)CC(C(C(=O)C(C1O)C)(C)C)O)C(=CC3=CSC(=N3)C)C)C. Cell line: SN12C. Synergy scores: CSS=44.8, Synergy_ZIP=-4.68, Synergy_Bliss=-5.47, Synergy_Loewe=-12.4, Synergy_HSA=-5.21. (2) Drug 1: CC1=C(C=C(C=C1)NC2=NC=CC(=N2)N(C)C3=CC4=NN(C(=C4C=C3)C)C)S(=O)(=O)N.Cl. Drug 2: C1CCC(C(C1)N)N.C(=O)(C(=O)[O-])[O-].[Pt+4]. Cell line: UACC-257. Synergy scores: CSS=2.88, Synergy_ZIP=0.450, Synergy_Bliss=1.74, Synergy_Loewe=0.122, Synergy_HSA=0.227. (3) Drug 1: C1=CC(=C2C(=C1NCCNCCO)C(=O)C3=C(C=CC(=C3C2=O)O)O)NCCNCCO. Drug 2: CNC(=O)C1=NC=CC(=C1)OC2=CC=C(C=C2)NC(=O)NC3=CC(=C(C=C3)Cl)C(F)(F)F. Cell line: NCIH23. Synergy scores: CSS=72.7, Synergy_ZIP=5.38, Synergy_Bliss=5.83, Synergy_Loewe=-7.49, Synergy_HSA=8.88. (4) Drug 1: COC1=C(C=C2C(=C1)N=CN=C2NC3=CC(=C(C=C3)F)Cl)OCCCN4CCOCC4. Drug 2: CC1=C2C(C(=O)C3(C(CC4C(C3C(C(C2(C)C)(CC1OC(=O)C(C(C5=CC=CC=C5)NC(=O)OC(C)(C)C)O)O)OC(=O)C6=CC=CC=C6)(CO4)OC(=O)C)O)C)O. Cell line: NCIH23. Synergy scores: CSS=43.5, Synergy_ZIP=1.41, Synergy_Bliss=8.58, Synergy_Loewe=9.11, Synergy_HSA=11.3.